This data is from Forward reaction prediction with 1.9M reactions from USPTO patents (1976-2016). The task is: Predict the product of the given reaction. Given the reactants [NH:1](C(OCC1C=CC=CC=1)=O)[C@H:2]([C:7]([NH:9][C@H:10]([C:18]([NH:20][CH2:21][CH2:22][CH2:23][CH2:24][CH2:25][CH2:26][CH2:27][CH3:28])=[O:19])[CH2:11][C:12]1[CH:17]=[CH:16][CH:15]=[CH:14][CH:13]=1)=[O:8])[CH2:3][CH:4]([CH3:6])[CH3:5].C([O-])([O-])=O.[Na+].[Na+], predict the reaction product. The product is: [NH2:1][C@H:2]([C:7]([NH:9][C@H:10]([C:18]([NH:20][CH2:21][CH2:22][CH2:23][CH2:24][CH2:25][CH2:26][CH2:27][CH3:28])=[O:19])[CH2:11][C:12]1[CH:17]=[CH:16][CH:15]=[CH:14][CH:13]=1)=[O:8])[CH2:3][CH:4]([CH3:5])[CH3:6].